This data is from Full USPTO retrosynthesis dataset with 1.9M reactions from patents (1976-2016). The task is: Predict the reactants needed to synthesize the given product. (1) The reactants are: [F:1][C:2]1[CH:7]=[CH:6][C:5]([C:8]2[C:17](=[O:18])[N:11]3[CH2:12][CH:13]([O:15][CH3:16])[CH2:14][N:10]3[C:9]=2[C:19]2[CH:24]=[CH:23][N:22]=[C:21](SC)[N:20]=2)=[CH:4][CH:3]=1.Cl[C:28]1C=CC=C(C(OO)=O)C=1.[S:38](=[O:41])(O)[O-:39].[Na+]. Given the product [F:1][C:2]1[CH:7]=[CH:6][C:5]([C:8]2[C:17](=[O:18])[N:11]3[CH2:12][CH:13]([O:15][CH3:16])[CH2:14][N:10]3[C:9]=2[C:19]2[CH:24]=[CH:23][N:22]=[C:21]([S:38]([CH3:28])(=[O:41])=[O:39])[N:20]=2)=[CH:4][CH:3]=1, predict the reactants needed to synthesize it. (2) Given the product [Br:14][C:15]1[CH:16]=[C:17]2[C:18]([CH:21]=[CH:22][NH:5][C:10]2=[O:34])=[CH:19][CH:20]=1, predict the reactants needed to synthesize it. The reactants are: C([N:5]([CH2:10]CCC)CCCC)CCC.[Br:14][C:15]1[CH:20]=[CH:19][C:18]([CH:21]=[CH:22]C(N=[N+]=[N-])=O)=[CH:17][CH:16]=1.C1([O:34]C2C=CC=CC=2)C=CC=CC=1. (3) Given the product [Br-:18].[CH:1]([N+:3]1[CH:7]=[CH:6][N:5]([CH2:8][CH2:9][CH2:10][CH2:11][CH2:12][CH2:13][CH2:14][CH2:15][CH2:16][CH3:17])[CH:4]=1)=[CH2:2], predict the reactants needed to synthesize it. The reactants are: [CH:1]([N:3]1[CH:7]=[CH:6][N:5]=[CH:4]1)=[CH2:2].[CH2:8]([Br:18])[CH2:9][CH2:10][CH2:11][CH2:12][CH2:13][CH2:14][CH2:15][CH2:16][CH3:17].CO. (4) Given the product [CH2:2]1[C:13]2=[C:14]3[C:9](=[CH:10][CH:11]=[CH:12]2)[CH2:8][CH2:7][CH2:6][N:5]3[C:3]1=[O:4], predict the reactants needed to synthesize it. The reactants are: Cl[CH2:2][C:3]([N:5]1[C:14]2[C:9](=[CH:10][CH:11]=[CH:12][CH:13]=2)[CH2:8][CH2:7][CH2:6]1)=[O:4].[Cl-].[Al+3].[Cl-].[Cl-].O. (5) Given the product [ClH:44].[ClH:44].[CH:1]1([C:4]2[N:9]=[C:8]([CH2:10][N:11]3[C:19]4[C:14](=[C:15]([NH:20][C:21]([C:23]5[N:27]6[CH:28]=[CH:29][C:30]([O:32][CH2:33][CH2:34][N:35]7[CH2:40][CH2:39][N:38]([CH3:41])[C@H:37]([CH3:42])[CH2:36]7)=[CH:31][C:26]6=[N:25][CH:24]=5)=[O:22])[CH:16]=[CH:17][CH:18]=4)[C:13]([CH3:43])=[N:12]3)[CH:7]=[CH:6][CH:5]=2)[CH2:3][CH2:2]1, predict the reactants needed to synthesize it. The reactants are: [CH:1]1([C:4]2[N:9]=[C:8]([CH2:10][N:11]3[C:19]4[C:14](=[C:15]([NH:20][C:21]([C:23]5[N:27]6[CH:28]=[CH:29][C:30]([O:32][CH2:33][CH2:34][N:35]7[CH2:40][CH2:39][N:38]([CH3:41])[C@H:37]([CH3:42])[CH2:36]7)=[CH:31][C:26]6=[N:25][CH:24]=5)=[O:22])[CH:16]=[CH:17][CH:18]=4)[C:13]([CH3:43])=[N:12]3)[CH:7]=[CH:6][CH:5]=2)[CH2:3][CH2:2]1.[ClH:44].O1CCOCC1.